Dataset: Full USPTO retrosynthesis dataset with 1.9M reactions from patents (1976-2016). Task: Predict the reactants needed to synthesize the given product. Given the product [CH3:28][N:27]1[C:23]([C:16](=[N:15][O:14][CH:12]([C:8]2[N:7]=[C:6]([NH2:5])[CH:11]=[CH:10][CH:9]=2)[CH3:13])[C:17]2[CH:18]=[CH:19][CH:20]=[CH:21][CH:22]=2)=[N:24][N:25]=[N:26]1, predict the reactants needed to synthesize it. The reactants are: CC(C)(C)C([NH:5][C:6]1[CH:11]=[CH:10][CH:9]=[C:8]([CH:12]([O:14][N:15]=[C:16]([C:23]2[N:27]([CH3:28])[N:26]=[N:25][N:24]=2)[C:17]2[CH:22]=[CH:21][CH:20]=[CH:19][CH:18]=2)[CH3:13])[N:7]=1)=O.[OH-].[K+].